This data is from Peptide-MHC class I binding affinity with 185,985 pairs from IEDB/IMGT. The task is: Regression. Given a peptide amino acid sequence and an MHC pseudo amino acid sequence, predict their binding affinity value. This is MHC class I binding data. (1) The peptide sequence is VDICFWSTL. The MHC is HLA-A29:02 with pseudo-sequence HLA-A29:02. The binding affinity (normalized) is 0. (2) The peptide sequence is EYARQVQMI. The MHC is HLA-A24:02 with pseudo-sequence HLA-A24:02. The binding affinity (normalized) is 1.00. (3) The peptide sequence is WDAYIPHYV. The MHC is HLA-A80:01 with pseudo-sequence HLA-A80:01. The binding affinity (normalized) is 0.0847. (4) The peptide sequence is VPPESVEAA. The MHC is HLA-B07:02 with pseudo-sequence HLA-B07:02. The binding affinity (normalized) is 0.130. (5) The peptide sequence is YVKALTKNY. The MHC is HLA-A11:01 with pseudo-sequence HLA-A11:01. The binding affinity (normalized) is 0.127. (6) The peptide sequence is EQLGVPLHL. The MHC is BoLA-T2b with pseudo-sequence BoLA-T2b. The binding affinity (normalized) is 0.329. (7) The peptide sequence is NILGGVLHTK. The MHC is HLA-A31:01 with pseudo-sequence HLA-A31:01. The binding affinity (normalized) is 0.306. (8) The peptide sequence is MQHPREENSI. The MHC is HLA-A02:01 with pseudo-sequence HLA-A02:01. The binding affinity (normalized) is 0.0555. (9) The peptide sequence is YEFLQPILL. The MHC is HLA-A01:01 with pseudo-sequence HLA-A01:01. The binding affinity (normalized) is 0.0592.